From a dataset of Forward reaction prediction with 1.9M reactions from USPTO patents (1976-2016). Predict the product of the given reaction. (1) Given the reactants C([O:5][C:6]([CH:8]1[CH:12]([C:13]2[CH:18]=[CH:17][CH:16]=[C:15]([Cl:19])[C:14]=2[F:20])[C:11]([C:23]2[CH:28]=[CH:27][C:26]([Cl:29])=[CH:25][C:24]=2[F:30])([C:21]#[N:22])[CH:10]([CH2:31][C:32]([CH2:37][CH3:38])([CH2:35][CH3:36])[CH2:33][CH3:34])[NH:9]1)=[O:7])(C)(C)C.[F:39][C:40]([F:45])([F:44])[C:41]([OH:43])=[O:42], predict the reaction product. The product is: [F:39][C:40]([F:45])([F:44])[C:41]([OH:43])=[O:42].[Cl:19][C:15]1[C:14]([F:20])=[C:13]([CH:12]2[C:11]([C:23]3[CH:28]=[CH:27][C:26]([Cl:29])=[CH:25][C:24]=3[F:30])([C:21]#[N:22])[CH:10]([CH2:31][C:32]([CH2:33][CH3:34])([CH2:35][CH3:36])[CH2:37][CH3:38])[NH:9][CH:8]2[C:6]([OH:7])=[O:5])[CH:18]=[CH:17][CH:16]=1. (2) Given the reactants [F:1][C:2]1[CH:7]=[CH:6][C:5]([N:8]2[C:12]([CH:13]([CH3:15])[CH3:14])=[C:11]([NH2:16])[CH:10]=[N:9]2)=[CH:4][CH:3]=1.[Cl:17][C:18]1[C:19]([C:30]([F:33])([F:32])[F:31])=[N:20][N:21]([CH:24]([CH2:28][CH3:29])[C:25](O)=[O:26])[C:22]=1[CH3:23].C(N(C(C)C)CC)(C)C.CN(C(ON1N=NC2C=CC=NC1=2)=[N+](C)C)C.F[P-](F)(F)(F)(F)F, predict the reaction product. The product is: [Cl:17][C:18]1[C:19]([C:30]([F:32])([F:31])[F:33])=[N:20][N:21]([CH:24]([CH2:28][CH3:29])[C:25]([NH:16][C:11]2[CH:10]=[N:9][N:8]([C:5]3[CH:4]=[CH:3][C:2]([F:1])=[CH:7][CH:6]=3)[C:12]=2[CH:13]([CH3:14])[CH3:15])=[O:26])[C:22]=1[CH3:23]. (3) The product is: [CH:19]1([C:22]2[CH:23]=[C:24]([CH3:34])[C:25]([N:28]3[CH2:29][CH2:30][N:31]([C:13]([C:12]4[CH:11]=[CH:10][C:9]([C@@H:7]([N:3]5[CH2:4][CH2:5][CH2:6][S:2]5(=[O:1])=[O:18])[CH3:8])=[CH:17][CH:16]=4)=[O:15])[CH2:32][CH2:33]3)=[N:26][CH:27]=2)[CH2:21][CH2:20]1. Given the reactants [O:1]=[S:2]1(=[O:18])[CH2:6][CH2:5][CH2:4][N:3]1[C@H:7]([C:9]1[CH:17]=[CH:16][C:12]([C:13]([OH:15])=O)=[CH:11][CH:10]=1)[CH3:8].[CH:19]1([C:22]2[CH:23]=[C:24]([CH3:34])[C:25]([N:28]3[CH2:33][CH2:32][NH:31][CH2:30][CH2:29]3)=[N:26][CH:27]=2)[CH2:21][CH2:20]1, predict the reaction product. (4) Given the reactants [OH:1][C@@H:2]1[CH2:7][CH2:6][C@H:5]([NH:8][C:9]2[N:17]=[C:16]3[C:12]([NH:13][C:14](=[O:26])[N:15]3[C:18]3[CH:23]=[CH:22][CH:21]=[CH:20][C:19]=3[O:24][CH3:25])=[C:11]([C:27]([O:29]CC)=O)[N:10]=2)[CH2:4][CH2:3]1.[NH2:32]C1C(C(OCC)=O)=NC(N[C@H]2CC[C@@H](O)CC2)=NC=1NC1C=CC=CC=1OC, predict the reaction product. The product is: [OH:1][C@@H:2]1[CH2:7][CH2:6][C@H:5]([NH:8][C:9]2[N:17]=[C:16]3[C:12]([NH:13][C:14](=[O:26])[N:15]3[C:18]3[CH:23]=[CH:22][CH:21]=[CH:20][C:19]=3[O:24][CH3:25])=[C:11]([C:27]([NH2:32])=[O:29])[N:10]=2)[CH2:4][CH2:3]1. (5) Given the reactants C(=O)([O-])[O-:2].[K+].[K+].[H-].COCCO[Al+]OCCOC.[Na+].[H-].[CH:21]1([CH2:26][CH:27]([C:36]2[NH:41][C:40](=[O:42])[C:39]([CH3:43])=[CH:38][CH:37]=2)[C:28]2[CH:33]=[CH:32][C:31]([S:34][CH3:35])=[CH:30][CH:29]=2)[CH2:25][CH2:24][CH2:23][CH2:22]1.[OH2:44], predict the reaction product. The product is: [CH:21]1([CH2:26][CH:27]([C:36]2[NH:41][C:40](=[O:42])[C:39]([CH3:43])=[CH:38][CH:37]=2)[C:28]2[CH:33]=[CH:32][C:31]([S:34]([CH3:35])(=[O:2])=[O:44])=[CH:30][CH:29]=2)[CH2:25][CH2:24][CH2:23][CH2:22]1. (6) Given the reactants Cl[C:2]1[C:7]2[N:8]=[C:9]([C:11]3[C:12]([NH:25][C@@H:26]4[CH2:31][CH2:30][CH2:29][N:28]([C:32]([O:34][C:35]([CH3:38])([CH3:37])[CH3:36])=[O:33])[CH2:27]4)=[N:13][C:14]([N:19]4[CH2:24][CH2:23][O:22][CH2:21][CH2:20]4)=[N:15][C:16]=3[O:17][CH3:18])[S:10][C:6]=2[CH:5]=[CH:4][CH:3]=1.[CH:39]1([NH2:46])[CH2:44][CH2:43][CH2:42][CH2:41][CH:40]1[NH2:45], predict the reaction product. The product is: [NH2:45][CH:40]1[CH2:41][CH2:42][CH2:43][CH2:44][CH:39]1[NH:46][C:2]1[C:7]2[N:8]=[C:9]([C:11]3[C:12]([NH:25][C@@H:26]4[CH2:31][CH2:30][CH2:29][N:28]([C:32]([O:34][C:35]([CH3:38])([CH3:37])[CH3:36])=[O:33])[CH2:27]4)=[N:13][C:14]([N:19]4[CH2:24][CH2:23][O:22][CH2:21][CH2:20]4)=[N:15][C:16]=3[O:17][CH3:18])[S:10][C:6]=2[CH:5]=[CH:4][CH:3]=1.